This data is from Full USPTO retrosynthesis dataset with 1.9M reactions from patents (1976-2016). The task is: Predict the reactants needed to synthesize the given product. (1) Given the product [CH2:34]([O:1][C:2]1[CH:3]=[C:4]([CH2:8][C@H:9]([NH:22][C:23](=[O:29])[O:24][C:25]([CH3:26])([CH3:28])[CH3:27])[C:10]([N:12]([C:14]2[CH:15]=[CH:16][C:17]([O:20][CH3:21])=[CH:18][CH:19]=2)[CH3:13])=[O:11])[CH:5]=[CH:6][CH:7]=1)[CH2:33][CH:32]=[CH2:31], predict the reactants needed to synthesize it. The reactants are: [OH:1][C:2]1[CH:3]=[C:4]([CH2:8][C@H:9]([NH:22][C:23](=[O:29])[O:24][C:25]([CH3:28])([CH3:27])[CH3:26])[C:10]([N:12]([C:14]2[CH:19]=[CH:18][C:17]([O:20][CH3:21])=[CH:16][CH:15]=2)[CH3:13])=[O:11])[CH:5]=[CH:6][CH:7]=1.Br[CH2:31][CH:32]=[CH:33][CH3:34].C([O-])([O-])=O.[Cs+].[Cs+]. (2) Given the product [Br:1][C:2]1[CH:3]=[C:4]2[C:9](=[CH:10][CH:11]=1)[NH:8][C:7](=[S:37])[C@@H:6]([NH:13][C:14](=[O:20])[O:15][C:16]([CH3:19])([CH3:18])[CH3:17])[CH2:5]2, predict the reactants needed to synthesize it. The reactants are: [Br:1][C:2]1[CH:3]=[C:4]2[C:9](=[CH:10][CH:11]=1)[NH:8][C:7](=O)[C@@H:6]([NH:13][C:14](=[O:20])[O:15][C:16]([CH3:19])([CH3:18])[CH3:17])[CH2:5]2.COC1C=C(C=CC=1)OC1C=C2C(=CC=1)NC(=[S:37])[C@H](NC(=O)OC(C)(C)C)C2. (3) Given the product [C:1]([O:7][CH2:8][N:9]1[CH:13]=[CH:12][C:11]([N:27]2[CH2:28][CH2:29][O:30][C@H:25]([C@:16]([OH:15])([CH3:24])[C:17]([O:19][C:20]([CH3:21])([CH3:22])[CH3:23])=[O:18])[C:26]2=[O:31])=[N:10]1)(=[O:6])[C:2]([CH3:5])([CH3:4])[CH3:3], predict the reactants needed to synthesize it. The reactants are: [C:1]([O:7][CH2:8][N:9]1[CH:13]=[CH:12][C:11](I)=[N:10]1)(=[O:6])[C:2]([CH3:5])([CH3:4])[CH3:3].[OH:15][C@@:16]([C@H:25]1[O:30][CH2:29][CH2:28][NH:27][C:26]1=[O:31])([CH3:24])[C:17]([O:19][C:20]([CH3:23])([CH3:22])[CH3:21])=[O:18].BrC1C=CC(=O)N(C(F)F)C=1.NC1C=CNN=1. (4) Given the product [OH:11][C:8]([C:5]1[CH:4]=[CH:3][C:2]([NH:12][C:13]2[S:14][C:15]([C:21]3[CH:22]=[CH:23][CH:24]=[CH:25][CH:26]=3)=[CH:16][C:17]=2[C:18]([NH2:20])=[O:19])=[N:7][CH:6]=1)([CH3:10])[CH3:9], predict the reactants needed to synthesize it. The reactants are: Br[C:2]1[N:7]=[CH:6][C:5]([C:8]([OH:11])([CH3:10])[CH3:9])=[CH:4][CH:3]=1.[NH2:12][C:13]1[S:14][C:15]([C:21]2[CH:26]=[CH:25][CH:24]=[CH:23][CH:22]=2)=[CH:16][C:17]=1[C:18]([NH2:20])=[O:19]. (5) Given the product [C:20]([O:23][C:24]1[CH:39]=[CH:38][CH:37]=[CH:36][C:25]=1[C:26]([O:28][CH2:29][CH2:30][S:31][S:32][CH2:33][CH2:34][O:35][C:8]([O:9][CH:10]([Cl:13])[CH2:2][CH2:3][CH3:4])=[O:7])=[O:27])(=[O:22])[CH3:21], predict the reactants needed to synthesize it. The reactants are: N1C=C[CH:4]=[CH:3][CH:2]=1.[O:7]=[C:8](Cl)[O:9][C:10]([Cl:13])(Cl)Cl.C(=O)CCC.[C:20]([O:23][C:24]1[CH:39]=[CH:38][CH:37]=[CH:36][C:25]=1[C:26]([O:28][CH2:29][CH2:30][S:31][S:32][CH2:33][CH2:34][OH:35])=[O:27])(=[O:22])[CH3:21]. (6) Given the product [Br:1][C:2]1[CH:7]=[CH:6][C:5]([Cl:8])=[CH:4][C:3]=1[CH2:9][C:10]1[O:12][N:16]=[C:13]([CH3:14])[N:15]=1, predict the reactants needed to synthesize it. The reactants are: [Br:1][C:2]1[CH:7]=[CH:6][C:5]([Cl:8])=[CH:4][C:3]=1[CH2:9][C:10]([OH:12])=O.[C:13](=[N:16]O)([NH2:15])[CH3:14].C(P1(=O)OP(CCC)(=O)OP(CCC)(=O)O1)CC. (7) Given the product [CH3:1][C:2]1[N:3]([C:7]2[CH:8]=[CH:9][C:10]([NH:13][C:14]3[N:15]=[C:16]([NH:45][CH2:44][C@H:40]4[CH2:41][CH2:42][CH2:43][O:39]4)[C:17]4[CH2:23][N:22]([C:24]([O:26][C:27]([CH3:28])([CH3:30])[CH3:29])=[O:25])[CH2:21][CH2:20][C:18]=4[N:19]=3)=[CH:11][CH:12]=2)[CH:4]=[CH:5][N:6]=1, predict the reactants needed to synthesize it. The reactants are: [CH3:1][C:2]1[N:3]([C:7]2[CH:12]=[CH:11][C:10]([NH:13][C:14]3[N:15]=[C:16](OS(C(F)(F)F)(=O)=O)[C:17]4[CH2:23][N:22]([C:24]([O:26][C:27]([CH3:30])([CH3:29])[CH3:28])=[O:25])[CH2:21][CH2:20][C:18]=4[N:19]=3)=[CH:9][CH:8]=2)[CH:4]=[CH:5][N:6]=1.[O:39]1[CH2:43][CH2:42][CH2:41][C@@H:40]1[CH2:44][NH2:45]. (8) Given the product [OH:4][C:5]1[C:13]2[CH:12]=[C:11]([C:14]([O:16][CH3:21])=[O:15])[S:10][C:9]=2[CH:8]=[CH:7][CH:6]=1, predict the reactants needed to synthesize it. The reactants are: COC[O:4][C:5]1[C:13]2[CH:12]=[C:11]([C:14]([OH:16])=[O:15])[S:10][C:9]=2[CH:8]=[CH:7][CH:6]=1.S(Cl)(Cl)=O.[CH3:21]O. (9) Given the product [C:9](/[C:8](=[C:11]1/[NH:12][C:13]2[CH:21]=[CH:20][CH:19]=[CH:18][C:14]=2[N:15]/1[CH2:16][CH3:17])/[C:6]1[C:5]([CH3:22])=[CH:4][N:3]=[C:2]([NH:1][C:33](=[O:34])[CH2:32][CH2:31][C:30]([N:27]2[CH2:26][CH2:25][N:24]([CH3:23])[CH2:29][CH2:28]2)=[O:36])[N:7]=1)#[N:10], predict the reactants needed to synthesize it. The reactants are: [NH2:1][C:2]1[N:7]=[C:6](/[C:8](=[C:11]2\[NH:12][C:13]3[CH:21]=[CH:20][CH:19]=[CH:18][C:14]=3[N:15]\2[CH2:16][CH3:17])/[C:9]#[N:10])[C:5]([CH3:22])=[CH:4][N:3]=1.[CH3:23][N:24]1[CH2:29][CH2:28][N:27]([C:30](=[O:36])[CH2:31][CH2:32][C:33](O)=[O:34])[CH2:26][CH2:25]1.